This data is from Peptide-MHC class I binding affinity with 185,985 pairs from IEDB/IMGT. The task is: Regression. Given a peptide amino acid sequence and an MHC pseudo amino acid sequence, predict their binding affinity value. This is MHC class I binding data. The MHC is H-2-Db with pseudo-sequence H-2-Db. The peptide sequence is IYKGVYQF. The binding affinity (normalized) is 0.